Dataset: Forward reaction prediction with 1.9M reactions from USPTO patents (1976-2016). Task: Predict the product of the given reaction. (1) Given the reactants NC1(C2C=CC(C3OC4C(=O)N(C)C=CC=4C=3C3C=CC=CC=3)=CC=2)CCC1.[CH2:29]([N:31]1[C:36](=[O:37])[C:35]2[C:38]([C:59]3[CH:64]=[CH:63][CH:62]=[CH:61][CH:60]=3)=[C:39]([C:41]3[CH:46]=[CH:45][C:44]([C:47]4([NH:51]C(=O)OC(C)(C)C)[CH2:50][CH2:49][CH2:48]4)=[CH:43][CH:42]=3)[O:40][C:34]=2[N:33]=[C:32]1[NH:65][CH3:66])[CH3:30], predict the reaction product. The product is: [NH2:51][C:47]1([C:44]2[CH:43]=[CH:42][C:41]([C:39]3[O:40][C:34]4[N:33]=[C:32]([NH:65][CH3:66])[N:31]([CH2:29][CH3:30])[C:36](=[O:37])[C:35]=4[C:38]=3[C:59]3[CH:60]=[CH:61][CH:62]=[CH:63][CH:64]=3)=[CH:46][CH:45]=2)[CH2:48][CH2:49][CH2:50]1. (2) Given the reactants C(O[C:6]([N:8]1[CH2:12][C:11](=[CH:13][Cl:14])[CH2:10][C@H:9]1[C:15]([OH:17])=O)=[O:7])(C)(C)C.[O:18]([C:25]1[CH:33]=[CH:32][C:28](C(Cl)=O)=[CH:27][CH:26]=1)[C:19]1[CH:24]=[CH:23][CH:22]=[CH:21][CH:20]=1.[CH2:34]([NH:41][CH3:42])[C:35]1[CH:40]=[CH:39][CH:38]=[CH:37][CH:36]=1, predict the reaction product. The product is: [CH2:34]([N:41]([CH3:42])[C:15]([C@@H:9]1[CH2:10][C:11](=[CH:13][Cl:14])[CH2:12][N:8]1[C:6](=[O:7])[C:28]1[CH:27]=[CH:26][C:25]([O:18][C:19]2[CH:20]=[CH:21][CH:22]=[CH:23][CH:24]=2)=[CH:33][CH:32]=1)=[O:17])[C:35]1[CH:40]=[CH:39][CH:38]=[CH:37][CH:36]=1. (3) The product is: [CH2:1]([C@@:5]1([CH2:29][CH3:30])[N:11]([OH:12])[C@H:10]([C:13]2[CH:18]=[CH:17][CH:16]=[CH:15][CH:14]=2)[C:9]2[CH:19]=[C:20]([O:25][CH3:26])[C:21]([CH2:23][NH:31][CH:32]([CH2:33][C:34]([O:36][CH3:37])=[O:35])[CH2:38][C:39]([O:41][CH3:42])=[O:40])=[CH:22][C:8]=2[S:7](=[O:28])(=[O:27])[CH2:6]1)[CH2:2][CH2:3][CH3:4]. Given the reactants [CH2:1]([C@@:5]1([CH2:29][CH3:30])[N:11]([OH:12])[C@H:10]([C:13]2[CH:18]=[CH:17][CH:16]=[CH:15][CH:14]=2)[C:9]2[CH:19]=[C:20]([O:25][CH3:26])[C:21]([CH:23]=O)=[CH:22][C:8]=2[S:7](=[O:28])(=[O:27])[CH2:6]1)[CH2:2][CH2:3][CH3:4].[NH2:31][CH:32]([CH2:38][C:39]([O:41][CH3:42])=[O:40])[CH2:33][C:34]([O:36][CH3:37])=[O:35], predict the reaction product.